Dataset: Reaction yield outcomes from USPTO patents with 853,638 reactions. Task: Predict the reaction yield, written as a fraction of the theoretical maximum amount of product (1.0 means a 100% yield; for example, 0.34 means a 34% yield). The reactants are CCN=C=NCCCN(C)C.[C:12]([NH:19][C@H:20]([C:22]([OH:24])=[O:23])[CH3:21])([O:14][C:15]([CH3:18])([CH3:17])[CH3:16])=[O:13].[CH2:25](O)[C:26]([CH3:29])([CH3:28])[CH3:27].CCOC(C)=O. The catalyst is CN(C1C=CN=CC=1)C.C(Cl)Cl. The product is [C:15]([O:14][C:12]([NH:19][C@@H:20]([CH3:21])[C:22]([O:24][CH2:25][C:26]([CH3:29])([CH3:28])[CH3:27])=[O:23])=[O:13])([CH3:18])([CH3:16])[CH3:17]. The yield is 0.810.